From a dataset of CYP2D6 inhibition data for predicting drug metabolism from PubChem BioAssay. Regression/Classification. Given a drug SMILES string, predict its absorption, distribution, metabolism, or excretion properties. Task type varies by dataset: regression for continuous measurements (e.g., permeability, clearance, half-life) or binary classification for categorical outcomes (e.g., BBB penetration, CYP inhibition). Dataset: cyp2d6_veith. (1) The molecule is Cc1cc(C)nc(SCCc2cccc[n+]2C)n1. The result is 0 (non-inhibitor). (2) The molecule is CCN(CC)c1cc(C)c2cc(NC(=O)CNC(C)=O)ccc2n1. The result is 0 (non-inhibitor). (3) The molecule is Cl.O=c1oc2ccccc2c(O)c1/C=N/c1nc(-c2ccc(O)c(O)c2)cs1. The result is 0 (non-inhibitor). (4) The molecule is COc1ccc2c(c1)N(C[C@@H](C)CN(C)C)c1ccccc1S2. The result is 1 (inhibitor). (5) The drug is COC(=O)N1CCC2(CC1)CN(C(c1ccccc1)c1ccccc1)C2. The result is 1 (inhibitor). (6) The molecule is O=C(O)c1ccc(CNCc2ccccc2)cc1. The result is 0 (non-inhibitor). (7) The compound is COc1ccccc1-c1cncnc1NCc1ccccc1. The result is 1 (inhibitor). (8) The compound is Clc1ccc2c(N3CCC(CCC4CCN(c5ncnc6cc(Cl)ccc56)CC4)CC3)ncnc2c1. The result is 1 (inhibitor). (9) The molecule is CCN1CCN(c2nc(-c3ccccn3)nc3ccccc23)CC1. The result is 0 (non-inhibitor). (10) The molecule is COC(=O)c1ccc(NC(=O)c2cc3sccc3n2C)cc1. The result is 0 (non-inhibitor).